Dataset: Catalyst prediction with 721,799 reactions and 888 catalyst types from USPTO. Task: Predict which catalyst facilitates the given reaction. Reactant: [CH3:1][C:2]1[C:8]([CH3:9])=[CH:7][CH:6]=[CH:5][C:3]=1[NH2:4].[C:10](OC(=O)C)(=[O:12])[CH3:11]. Product: [CH3:1][C:2]1[C:8]([CH3:9])=[CH:7][CH:6]=[CH:5][C:3]=1[NH:4][C:10](=[O:12])[CH3:11]. The catalyst class is: 12.